Dataset: Reaction yield outcomes from USPTO patents with 853,638 reactions. Task: Predict the reaction yield, written as a fraction of the theoretical maximum amount of product (1.0 means a 100% yield; for example, 0.34 means a 34% yield). (1) The reactants are Cl[C:2]1[CH:3]=[C:4]([CH:9]=[C:10]([Cl:12])[N:11]=1)[C:5]([O:7][CH3:8])=[O:6].[C:13]1(C)C=CC=C[CH:14]=1.C([Sn](CCCC)(CCCC)C=C)CCC. The catalyst is C(OCC)C.C1C=CC(/C=C/C(/C=C/C2C=CC=CC=2)=O)=CC=1.C1C=CC(/C=C/C(/C=C/C2C=CC=CC=2)=O)=CC=1.C1C=CC(/C=C/C(/C=C/C2C=CC=CC=2)=O)=CC=1.[Pd].[Pd]. The product is [CH3:8][O:7][C:5](=[O:6])[C:4]1[CH:3]=[C:2]([CH:13]=[CH2:14])[N:11]=[C:10]([Cl:12])[CH:9]=1. The yield is 0.700. (2) The yield is 1.00. The reactants are Br[CH2:2][C:3]([C:5]1[CH:10]=[CH:9][C:8]([Cl:11])=[C:7]([F:12])[CH:6]=1)=[O:4].[N-:13]=[C:14]=[S:15].[K+]. The catalyst is C(O)C. The product is [Cl:11][C:8]1[CH:9]=[CH:10][C:5]([C:3](=[O:4])[CH2:2][S:15][C:14]#[N:13])=[CH:6][C:7]=1[F:12]. (3) The product is [Cl:1][C:2]1[CH:7]=[CH:6][N:5]=[C:4]2[CH:8]=[C:9]([C:16]3[S:17][CH:18]=[CH:19][N:20]=3)[S:10][C:3]=12. The reactants are [Cl:1][C:2]1[CH:7]=[CH:6][N:5]=[C:4]2[CH:8]=[C:9]([Sn](C)(C)C)[S:10][C:3]=12.Br[C:16]1[S:17][CH:18]=[CH:19][N:20]=1. No catalyst specified. The yield is 0.460. (4) The reactants are [S:1]1[CH:5]=[N:4][N:3]=[C:2]1[N:6]1[CH:10]=[CH:9][CH:8]=[C:7]1[CH:11]=O.Cl.[CH3:14][O:15][C:16]1[CH:21]=[C:20]([O:22][CH3:23])[CH:19]=[CH:18][C:17]=1[CH2:24][NH2:25].[C:26](O)(=O)[CH3:27].F[C:31](F)(F)[C:32]([O-])=O. The catalyst is ClCCl.CO. The product is [CH3:14][O:15][C:16]1[CH:21]=[C:20]([O:22][CH3:23])[CH:19]=[CH:18][C:17]=1[CH2:24][N:25]([CH2:11][C:7]1[N:6]([C:2]2[S:1][CH:5]=[N:4][N:3]=2)[CH:10]=[CH:9][CH:8]=1)[CH2:31][C:32]1[N:6]([C:2]2[S:1][CH:5]=[N:4][N:3]=2)[CH:7]=[CH:26][CH:27]=1. The yield is 0.412. (5) The reactants are [B:10]1([B:10]2[O:14][C:13]([CH3:16])([CH3:15])[C:12]([CH3:18])([CH3:17])[O:11]2)[O:14][C:13]([CH3:16])([CH3:15])[C:12]([CH3:18])([CH3:17])[O:11]1.C([O-])(=O)C.[K+].[C:24]1([S:30]([N:33]2[C:37]3=[N:38][CH:39]=[C:40]([C:42]4[CH:43]=[N:44][N:45]([CH3:47])[CH:46]=4)[CH:41]=[C:36]3[C:35](I)=[CH:34]2)(=[O:32])=[O:31])[CH:29]=[CH:28][CH:27]=[CH:26][CH:25]=1. The catalyst is CN(C=O)C. The product is [C:24]1([S:30]([N:33]2[C:37]3=[N:38][CH:39]=[C:40]([C:42]4[CH:43]=[N:44][N:45]([CH3:47])[CH:46]=4)[CH:41]=[C:36]3[C:35]([B:10]3[O:11][C:12]([CH3:17])([CH3:18])[C:13]([CH3:15])([CH3:16])[O:14]3)=[CH:34]2)(=[O:32])=[O:31])[CH:25]=[CH:26][CH:27]=[CH:28][CH:29]=1. The yield is 0.450. (6) The product is [CH3:26][O:25][C:22]1[CH:23]=[C:24]2[C:19](=[CH:20][C:21]=1[O:27][CH3:28])[N:18]=[CH:17][N:16]=[C:15]2[O:3][C:4]1[CH:13]=[CH:12][C:7]2[N:8]=[C:9]([CH3:11])[NH:10][C:6]=2[CH:5]=1. The reactants are [H-].[Na+].[OH:3][C:4]1[CH:13]=[CH:12][C:7]2[N:8]=[C:9]([CH3:11])[NH:10][C:6]=2[CH:5]=1.Cl[C:15]1[C:24]2[C:19](=[CH:20][C:21]([O:27][CH3:28])=[C:22]([O:25][CH3:26])[CH:23]=2)[N:18]=[CH:17][N:16]=1. The yield is 0.480. The catalyst is CN(C=O)C.O. (7) No catalyst specified. The product is [Br:40][C:41]1[C:46]([O:47][CH3:48])=[CH:45][N:44]=[C:43]([N:49]2[CH2:54][CH2:53][N:52]([C:55]([O:57][C:58]([CH3:61])([CH3:60])[CH3:59])=[O:56])[CH2:51][CH2:50]2)[CH:42]=1.[Br:17][C:18]1[CH:23]=[C:22]([N:30]2[CH2:29][CH2:28][N:27]([C:33]([O:35][C:36]([CH3:39])([CH3:38])[CH3:37])=[O:34])[CH2:32][CH2:31]2)[C:21]([O:25][CH3:26])=[CH:20][N:19]=1. The yield is 0.370. The reactants are BrC1C=C(OC)C(N2CCN(C)CC2)=NC=1.[Br:17][C:18]1[CH:23]=[C:22](Br)[C:21]([O:25][CH3:26])=[CH:20][N:19]=1.[N:27]1([C:33]([O:35][C:36]([CH3:39])([CH3:38])[CH3:37])=[O:34])[CH2:32][CH2:31][NH:30][CH2:29][CH2:28]1.[Br:40][C:41]1[C:46]([O:47][CH3:48])=[CH:45][N:44]=[C:43]([N:49]2[CH2:54][CH2:53][N:52]([C:55]([O:57][C:58]([CH3:61])([CH3:60])[CH3:59])=[O:56])[CH2:51][CH2:50]2)[CH:42]=1.